Dataset: Catalyst prediction with 721,799 reactions and 888 catalyst types from USPTO. Task: Predict which catalyst facilitates the given reaction. Reactant: [CH3:1][O:2][C:3]1[CH:4]=[C:5]2[C:10](=[CH:11][C:12]=1[O:13][CH3:14])[N:9]=[CH:8][CH:7]=[C:6]2[O:15][C:16]1[CH:22]=[CH:21][C:19]([NH2:20])=[C:18]([N+:23]([O-:25])=[O:24])[CH:17]=1.C(N(CC)CC)C.ClC(Cl)(O[C:37](=[O:43])OC(Cl)(Cl)Cl)Cl.[CH2:45]([N:47]([C:51]1[CH:56]=[CH:55][CH:54]=[C:53]([CH3:57])[CH:52]=1)[CH2:48][CH2:49][NH2:50])[CH3:46]. Product: [CH3:1][O:2][C:3]1[CH:4]=[C:5]2[C:10](=[CH:11][C:12]=1[O:13][CH3:14])[N:9]=[CH:8][CH:7]=[C:6]2[O:15][C:16]1[CH:22]=[CH:21][C:19]([NH:20][C:37]([NH:50][CH2:49][CH2:48][N:47]([CH2:45][CH3:46])[C:51]2[CH:56]=[CH:55][CH:54]=[C:53]([CH3:57])[CH:52]=2)=[O:43])=[C:18]([N+:23]([O-:25])=[O:24])[CH:17]=1. The catalyst class is: 146.